From a dataset of Catalyst prediction with 721,799 reactions and 888 catalyst types from USPTO. Predict which catalyst facilitates the given reaction. (1) The catalyst class is: 41. Reactant: [CH:1]1([S:4]([C:7]2[CH:12]=[N:11][CH:10]=[C:9]3[N:13]([C@@H:16]([CH2:20][CH:21]4[CH2:26][CH2:25][O:24][CH2:23][CH2:22]4)[C:17]([O-:19])=[O:18])[N:14]=[CH:15][C:8]=23)(=[O:6])=[O:5])[CH2:3][CH2:2]1.CN(C)C1C=CC(C[NH2+][C@@H](C2C=CC=CC=2)C)=CC=1.Cl. Product: [CH:1]1([S:4]([C:7]2[CH:12]=[N:11][CH:10]=[C:9]3[N:13]([C@@H:16]([CH2:20][CH:21]4[CH2:26][CH2:25][O:24][CH2:23][CH2:22]4)[C:17]([OH:19])=[O:18])[N:14]=[CH:15][C:8]=23)(=[O:5])=[O:6])[CH2:3][CH2:2]1. (2) Reactant: [C:1]([O:14][CH2:15][C@@H:16]([O:62][C:63](=[O:75])[CH2:64][CH2:65][CH2:66][CH2:67][CH2:68][CH2:69][CH2:70][CH2:71][CH2:72][CH2:73][CH3:74])[CH2:17][S:18][CH2:19][C@H:20]([NH:44]C(OCC1C2C=CC=CC=2C2C1=CC=CC=2)=O)[C:21]([NH:23][CH2:24][CH2:25][C:26]1[CH:31]=[CH:30][C:29]([O:32][CH2:33][CH2:34][CH2:35][P:36]([O:41][CH2:42][CH3:43])([O:38][CH2:39][CH3:40])=[O:37])=[CH:28][CH:27]=1)=[O:22])(=[O:13])[CH2:2][CH2:3][CH2:4][CH2:5][CH2:6][CH2:7][CH2:8][CH2:9][CH2:10][CH2:11][CH3:12].N1CCCCC1.C1(C)C=CC=CC=1. Product: [C:1]([O:14][CH2:15][C@@H:16]([O:62][C:63](=[O:75])[CH2:64][CH2:65][CH2:66][CH2:67][CH2:68][CH2:69][CH2:70][CH2:71][CH2:72][CH2:73][CH3:74])[CH2:17][S:18][CH2:19][C@H:20]([NH2:44])[C:21]([NH:23][CH2:24][CH2:25][C:26]1[CH:31]=[CH:30][C:29]([O:32][CH2:33][CH2:34][CH2:35][P:36]([O:41][CH2:42][CH3:43])([O:38][CH2:39][CH3:40])=[O:37])=[CH:28][CH:27]=1)=[O:22])(=[O:13])[CH2:2][CH2:3][CH2:4][CH2:5][CH2:6][CH2:7][CH2:8][CH2:9][CH2:10][CH2:11][CH3:12]. The catalyst class is: 10. (3) Reactant: Br[C:2]1[CH:3]=[CH:4][C:5]([N:8]2[CH:12]=[N:11][N:10]=[N:9]2)=[N:6][CH:7]=1.ClCCl.[CH2:16](N(CC)CC)[CH3:17].C(OCC)(=O)C. Product: [CH:16]([C:2]1[CH:3]=[CH:4][C:5]([N:8]2[CH:12]=[N:11][N:10]=[N:9]2)=[N:6][CH:7]=1)=[CH2:17]. The catalyst class is: 88.